From a dataset of Forward reaction prediction with 1.9M reactions from USPTO patents (1976-2016). Predict the product of the given reaction. The product is: [Cl:26][C:25]1[N:11]2[CH:12]=[C:13]([C:40]3[CH:39]=[CH:43][O:42][CH:41]=3)[CH:14]=[C:15]([C:16]([F:18])([F:17])[F:19])[C:10]2=[N:9][C:8]=1[NH:7][C:6]([C:34]1[S:30][CH:31]=[CH:32][CH:33]=1)=[O:27]. Given the reactants C(O[C:6](=[O:27])[NH:7][C:8]1[N:9]=[C:10]2[C:15]([C:16]([F:19])([F:18])[F:17])=[CH:14][C:13](C3OC=CC=3)=[CH:12][N:11]2[C:25]=1[Cl:26])(C)(C)C.[H-].[Na+].[S:30]1[CH:34]=[CH:33][CH:32]=[C:31]1C(Cl)=O.Cl.[CH2:39]1[CH2:43][O:42][CH2:41][CH2:40]1, predict the reaction product.